This data is from Full USPTO retrosynthesis dataset with 1.9M reactions from patents (1976-2016). The task is: Predict the reactants needed to synthesize the given product. Given the product [CH3:20][C:18]1[N:19]=[CH:15][N:16]([C:2]2[CH:3]=[C:4]([CH:7]=[C:8]([C:10]([F:13])([F:12])[F:11])[CH:9]=2)[C:5]#[N:6])[CH:17]=1, predict the reactants needed to synthesize it. The reactants are: F[C:2]1[CH:3]=[C:4]([CH:7]=[C:8]([C:10]([F:13])([F:12])[F:11])[CH:9]=1)[C:5]#[N:6].C[C:15]1[NH:16][CH:17]=[CH:18][N:19]=1.[CH3:20]C(N(C)C)=O.